This data is from Full USPTO retrosynthesis dataset with 1.9M reactions from patents (1976-2016). The task is: Predict the reactants needed to synthesize the given product. (1) Given the product [O:1]=[C:2]1[N:6]([C:7]2[CH:12]=[CH:11][CH:10]=[CH:9][CH:8]=2)[CH2:5][C:4]2([CH2:17][CH2:16][CH:15]([C:18]([OH:20])=[O:19])[CH2:14][CH2:13]2)[O:3]1, predict the reactants needed to synthesize it. The reactants are: [O:1]=[C:2]1[N:6]([C:7]2[CH:12]=[CH:11][CH:10]=[CH:9][CH:8]=2)[CH2:5][C:4]2([CH2:17][CH2:16][CH:15]([C:18]([O:20]CC)=[O:19])[CH2:14][CH2:13]2)[O:3]1.O.[OH-].[Li+].Cl. (2) Given the product [CH:28]1([C:2]2[CH:6]=[C:5]([CH:7]3[CH2:12][C:11]([CH3:26])([S:13]([C:16]4[CH:21]=[CH:20][CH:19]=[C:18]([C:22]([F:25])([F:24])[F:23])[CH:17]=4)(=[O:15])=[O:14])[CH2:10][CH2:9][O:8]3)[N:4]([CH3:27])[N:3]=2)[CH2:30][CH2:29]1, predict the reactants needed to synthesize it. The reactants are: Br[C:2]1[CH:6]=[C:5]([CH:7]2[CH2:12][C:11]([CH3:26])([S:13]([C:16]3[CH:21]=[CH:20][CH:19]=[C:18]([C:22]([F:25])([F:24])[F:23])[CH:17]=3)(=[O:15])=[O:14])[CH2:10][CH2:9][O:8]2)[N:4]([CH3:27])[N:3]=1.[CH:28]1(B(O)O)[CH2:30][CH2:29]1.C([O-])([O-])=O.[Cs+].[Cs+]. (3) Given the product [Si:1]([O:8][CH2:9][C:10]1[N:11]([CH3:25])[C:12]2[C:17]([CH:18]=1)=[CH:16][C:15]1[C:19](=[O:24])[CH2:20][CH2:21][CH2:22][O:23][C:14]=1[CH:13]=2)([C:4]([CH3:7])([CH3:5])[CH3:6])([CH3:3])[CH3:2], predict the reactants needed to synthesize it. The reactants are: [Si:1]([O:8][CH2:9][C:10]1[N:11]([CH3:25])[C:12]2[C:17]([CH:18]=1)=[CH:16][C:15]1[C:19](=[O:24])[CH:20]=[CH:21][CH2:22][O:23][C:14]=1[CH:13]=2)([C:4]([CH3:7])([CH3:6])[CH3:5])([CH3:3])[CH3:2]. (4) Given the product [Cl:1][C:2]1[CH:9]=[C:8]([C:20]2[CH:21]=[N:22][CH:23]=[C:24]([Cl:29])[C:25]=2[CH:26]([OH:28])[CH3:27])[CH:7]=[CH:6][C:3]=1[C:4]#[N:5], predict the reactants needed to synthesize it. The reactants are: [Cl:1][C:2]1[CH:9]=[C:8](B2OC(C)(C)C(C)(C)O2)[CH:7]=[CH:6][C:3]=1[C:4]#[N:5].Br[C:20]1[CH:21]=[N:22][CH:23]=[C:24]([Cl:29])[C:25]=1[CH:26]([OH:28])[CH3:27].C(Cl)Cl.C([O-])([O-])=O.[Na+].[Na+].